Dataset: Experimentally validated miRNA-target interactions with 360,000+ pairs, plus equal number of negative samples. Task: Binary Classification. Given a miRNA mature sequence and a target amino acid sequence, predict their likelihood of interaction. (1) Result: 0 (no interaction). The miRNA is hsa-miR-548at-5p with sequence AAAAGUUAUUGCGGUUUUGGCU. The protein sequence of the target gene is MQQVLENLTELPSSTGAEEIDLIFLKGIMENPIVKSLAKAHERLEDSKLEAVSDNNLELVNEILEDITPLINVDENVAELVGILKEPHFQSLLEAHDIVASKCYDSPPSSPEMNNSSINNQLLPVDAIRILGIHKRAGEPLGVTFRVENNDLVIARILHGGMIDRQGLLHVGDIIKEVNGHEVGNNPKELQELLKNISGSVTLKILPSYRDTITPQQVFVKCHFDYNPYNDNLIPCKEAGLKFSKGEILQIVNREDPNWWQASHVKEGGSAGLIPSQFLEEKRKAFVRRDWDNSGPFCGT.... (2) The miRNA is hsa-miR-92b-3p with sequence UAUUGCACUCGUCCCGGCCUCC. The protein sequence of the target gene is MSKPAGSTSRILDIPCKVCGDRSSGKHYGVYACDGCSGFFKRSIRRNRTYVCKSGNQGGCPVDKTHRNQCRACRLKKCLEVNMNKDAVQHERGPRTSTIRKQVALYFRGHKEENGAAAHFPSAALPAPAFFTAVTQLEPHGLELAAVSTTPERQTLVSLAQPTPKYPHEVNGTPMYLYEVATESVCESAARLLFMSIKWAKSVPAFSTLSLQDQLMLLEDAWRELFVLGIAQWAIPVDANTLLAVSGMNGDNTDSQKLNKIISEIQALQEVVARFRQLRLDATEFACLKCIVTFKAVPTH.... Result: 0 (no interaction). (3) The miRNA is hsa-miR-3173-5p with sequence UGCCCUGCCUGUUUUCUCCUUU. Result: 0 (no interaction). The protein sequence of the target gene is MDIPPLAGKIAALSLSALPVSYALNHVSALSHPLWVALMSALILGLLFVAVYSLSHGEVSYDPLYAVFAVFAFTSVVDLIIALQEDSYVVGFMEFYTKEGEPYLRTAHGVFICYWDGTVHYLLYLAMAGAICRRKRYRNFGLYWLGSFAMSILVFLTGNILGKYSSEIRPAFFLTIPYLLVPCWAGMKVFSQPRALTRCTANMVQEEQRKGLLQRPADLALVIYLILAGFFTLFRGLVVLDCPTDACFVYIYQYEPYLRDPVAYPKVQMLMYMFYVLPFCGLAAYALTFPGCSWLPDWAL.... (4) The miRNA is hsa-miR-6779-5p with sequence CUGGGAGGGGCUGGGUUUGGC. The protein sequence of the target gene is MLYLIGLGLGDAKDITVKGLEVVRRCSRVYLEAYTSVLTVGKEALEEFYGRKLVVADREEVEQEADNILKDADISDVAFLVVGDPFGATTHSDLVLRATKLGIPYRVIHNASIMNAVGCCGLQLYKFGETVSIVFWTDTWRPESFFDKVKKNRQNGMHTLCLLDIKVKEQSLENLIKGRKIYEPPRYMSVNQAAQQLLEIVQNQRIRGEEPAVTEETLCVGLARVGADDQKIAAGTLRQMCTVDLGEPLHSLIITGGSIHPMEMEMLSLFSIPENSSESQSINGL. Result: 0 (no interaction).